From a dataset of Forward reaction prediction with 1.9M reactions from USPTO patents (1976-2016). Predict the product of the given reaction. (1) Given the reactants [Cl:1][C:2]1[CH:3]=[CH:4][C:5]([O:12][CH2:13][C:14]([N:16]2[CH2:21][C@H:20]([CH3:22])[N:19]([CH2:23][C:24]3[CH:29]=[CH:28][C:27]([F:30])=[CH:26][CH:25]=3)[CH2:18][C@H:17]2[CH3:31])=[O:15])=[C:6]([S:8]([NH2:11])(=[O:10])=[O:9])[CH:7]=1.[CH3:32][C:33]([CH3:38])([CH3:37])[C:34](Cl)=[O:35], predict the reaction product. The product is: [Cl:1][C:2]1[CH:3]=[CH:4][C:5]([O:12][CH2:13][C:14]([N:16]2[CH2:21][C@H:20]([CH3:22])[N:19]([CH2:23][C:24]3[CH:25]=[CH:26][C:27]([F:30])=[CH:28][CH:29]=3)[CH2:18][C@H:17]2[CH3:31])=[O:15])=[C:6]([S:8]([NH:11][C:34](=[O:35])[C:33]([CH3:38])([CH3:37])[CH3:32])(=[O:9])=[O:10])[CH:7]=1. (2) Given the reactants C([O:3][C:4](=[O:36])[C:5]([CH3:35])([O:7][C:8]1[CH:13]=[CH:12][C:11]([O:14][CH2:15][CH2:16][C:17]2[C:18]([CH3:33])=[N:19][C:20]([C:23]3[CH:28]=[CH:27][C:26]([C:29]([F:32])([F:31])[F:30])=[CH:25][CH:24]=3)=[CH:21][CH:22]=2)=[CH:10][C:9]=1[CH3:34])[CH3:6])C.[OH-].[Na+], predict the reaction product. The product is: [CH3:35][C:5]([O:7][C:8]1[CH:13]=[CH:12][C:11]([O:14][CH2:15][CH2:16][C:17]2[C:18]([CH3:33])=[N:19][C:20]([C:23]3[CH:24]=[CH:25][C:26]([C:29]([F:31])([F:32])[F:30])=[CH:27][CH:28]=3)=[CH:21][CH:22]=2)=[CH:10][C:9]=1[CH3:34])([CH3:6])[C:4]([OH:36])=[O:3]. (3) Given the reactants [NH:1]1[CH:5]=[CH:4][CH:3]=[CH:2]1.[C:6]1([CH:16]=O)[C:15]2[C:10](=[CH:11][CH:12]=[CH:13][CH:14]=2)[CH:9]=[CH:8][CH:7]=1, predict the reaction product. The product is: [C:6]1([C:16]2[C:2]3[NH:1][C:5](=[CH:4][CH:3]=3)[C:16]([C:6]3[C:15]4[C:10](=[CH:11][CH:12]=[CH:13][CH:14]=4)[CH:9]=[CH:8][CH:7]=3)=[C:5]3[N:1]=[C:2]([CH:3]=[CH:4]3)[C:16]([C:6]3[C:15]4[C:10](=[CH:11][CH:12]=[CH:13][CH:14]=4)[CH:9]=[CH:8][CH:7]=3)=[C:2]3[NH:1][C:5]([CH:4]=[CH:3]3)=[C:16]([C:6]3[C:15]4[C:10](=[CH:11][CH:12]=[CH:13][CH:14]=4)[CH:9]=[CH:8][CH:7]=3)[C:5]3=[N:1][C:2]=2[CH:3]=[CH:4]3)[C:15]2[C:10](=[CH:11][CH:12]=[CH:13][CH:14]=2)[CH:9]=[CH:8][CH:7]=1. (4) Given the reactants C[O:2][C:3]([C@:5]1([CH3:25])[C@H:9]([OH:10])[CH2:8][CH2:7][N:6]1[S:11](=[O:24])(=[O:23])[NH:12][C:13]1[CH:18]=[CH:17][C:16]([C:19]#[N:20])=[C:15]([Cl:21])[C:14]=1[CH3:22])=[O:4].Cl, predict the reaction product. The product is: [Cl:21][C:15]1[C:14]([CH3:22])=[C:13]([NH:12][S:11]([N:6]2[CH2:7][CH2:8][C@@H:9]([OH:10])[C@@:5]2([CH3:25])[C:3]([OH:4])=[O:2])(=[O:23])=[O:24])[CH:18]=[CH:17][C:16]=1[C:19]#[N:20]. (5) Given the reactants [F:1][C:2]1[CH:3]=[C:4]([CH:29]=[C:30]([N:32]2[CH2:37][CH2:36][O:35][CH2:34][CH2:33]2)[CH:31]=1)[C:5]([NH:7][C:8]1[C:17]2[C:12](=[CH:13][CH:14]=[CH:15][CH:16]=2)[C:11]([O:18][C:19]2[CH:24]=[CH:23][N:22]=[C:21](S(C)(=O)=O)[N:20]=2)=[CH:10][CH:9]=1)=[O:6].[CH2:38]([N:40]1[CH2:45][CH2:44][NH:43][CH2:42][CH2:41]1)[CH3:39], predict the reaction product. The product is: [CH2:38]([N:40]1[CH2:45][CH2:44][N:43]([C:21]2[N:20]=[C:19]([O:18][C:11]3[C:12]4[C:17](=[CH:16][CH:15]=[CH:14][CH:13]=4)[C:8]([NH:7][C:5](=[O:6])[C:4]4[CH:29]=[C:30]([N:32]5[CH2:37][CH2:36][O:35][CH2:34][CH2:33]5)[CH:31]=[C:2]([F:1])[CH:3]=4)=[CH:9][CH:10]=3)[CH:24]=[CH:23][N:22]=2)[CH2:42][CH2:41]1)[CH3:39].